From a dataset of NCI-60 drug combinations with 297,098 pairs across 59 cell lines. Regression. Given two drug SMILES strings and cell line genomic features, predict the synergy score measuring deviation from expected non-interaction effect. (1) Drug 1: C1C(C(OC1N2C=NC3=C(N=C(N=C32)Cl)N)CO)O. Drug 2: C1=CN(C=N1)CC(O)(P(=O)(O)O)P(=O)(O)O. Cell line: UO-31. Synergy scores: CSS=31.2, Synergy_ZIP=0.453, Synergy_Bliss=1.98, Synergy_Loewe=-14.0, Synergy_HSA=0.472. (2) Drug 1: CS(=O)(=O)CCNCC1=CC=C(O1)C2=CC3=C(C=C2)N=CN=C3NC4=CC(=C(C=C4)OCC5=CC(=CC=C5)F)Cl. Drug 2: CCC1(CC2CC(C3=C(CCN(C2)C1)C4=CC=CC=C4N3)(C5=C(C=C6C(=C5)C78CCN9C7C(C=CC9)(C(C(C8N6C)(C(=O)OC)O)OC(=O)C)CC)OC)C(=O)OC)O.OS(=O)(=O)O. Cell line: LOX IMVI. Synergy scores: CSS=-8.10, Synergy_ZIP=9.91, Synergy_Bliss=10.9, Synergy_Loewe=-3.03, Synergy_HSA=-3.97. (3) Drug 1: CC12CCC3C(C1CCC2=O)CC(=C)C4=CC(=O)C=CC34C. Drug 2: CC1=CC2C(CCC3(C2CCC3(C(=O)C)OC(=O)C)C)C4(C1=CC(=O)CC4)C. Cell line: A498. Synergy scores: CSS=35.6, Synergy_ZIP=1.98, Synergy_Bliss=-0.0186, Synergy_Loewe=2.07, Synergy_HSA=2.31. (4) Drug 1: C1=C(C(=O)NC(=O)N1)F. Drug 2: CCC(=C(C1=CC=CC=C1)C2=CC=C(C=C2)OCCN(C)C)C3=CC=CC=C3.C(C(=O)O)C(CC(=O)O)(C(=O)O)O. Cell line: NCIH23. Synergy scores: CSS=39.7, Synergy_ZIP=-8.28, Synergy_Bliss=-9.10, Synergy_Loewe=-10.0, Synergy_HSA=-8.71. (5) Drug 1: C1=CC(=CC=C1CC(C(=O)O)N)N(CCCl)CCCl.Cl. Drug 2: C1=CN(C=N1)CC(O)(P(=O)(O)O)P(=O)(O)O. Cell line: NCI-H460. Synergy scores: CSS=15.4, Synergy_ZIP=-1.30, Synergy_Bliss=1.43, Synergy_Loewe=-15.1, Synergy_HSA=-0.273. (6) Drug 1: CN1C(=O)N2C=NC(=C2N=N1)C(=O)N. Drug 2: C(CN)CNCCSP(=O)(O)O. Cell line: CAKI-1. Synergy scores: CSS=3.33, Synergy_ZIP=0.473, Synergy_Bliss=4.73, Synergy_Loewe=-1.74, Synergy_HSA=-0.369.